From a dataset of Forward reaction prediction with 1.9M reactions from USPTO patents (1976-2016). Predict the product of the given reaction. Given the reactants N1C=CC=CC=1.[C:7]([N:10]1[C:19]2[C:14](=[CH:15][C:16]([C:21]3[CH:22]=[N:23][N:24]([CH:26]4[CH2:28][CH2:27]4)[CH:25]=3)=[C:17]([NH2:20])[CH:18]=2)[N:13]([C:29]([O:31][CH:32]([CH3:34])[CH3:33])=[O:30])[CH2:12][C@@H:11]1[CH3:35])(=[O:9])[CH3:8].[CH3:36][S:37](Cl)(=[O:39])=[O:38], predict the reaction product. The product is: [C:7]([N:10]1[C:19]2[C:14](=[CH:15][C:16]([C:21]3[CH:22]=[N:23][N:24]([CH:26]4[CH2:28][CH2:27]4)[CH:25]=3)=[C:17]([NH:20][S:37]([CH3:36])(=[O:39])=[O:38])[CH:18]=2)[N:13]([C:29]([O:31][CH:32]([CH3:34])[CH3:33])=[O:30])[CH2:12][C@@H:11]1[CH3:35])(=[O:9])[CH3:8].